This data is from Catalyst prediction with 721,799 reactions and 888 catalyst types from USPTO. The task is: Predict which catalyst facilitates the given reaction. Reactant: C([O-])([O-])=O.[Cs+].[Cs+].Cl.Cl[CH2:9][CH2:10][N:11]1[CH2:15][CH2:14][CH2:13][CH2:12]1.[Cl:16][C:17]1[CH:22]=[C:21]([N+:23]([O-:25])=[O:24])[CH:20]=[CH:19][C:18]=1[OH:26]. Product: [Cl:16][C:17]1[CH:22]=[C:21]([N+:23]([O-:25])=[O:24])[CH:20]=[CH:19][C:18]=1[O:26][CH2:9][CH2:10][N:11]1[CH2:15][CH2:14][CH2:13][CH2:12]1. The catalyst class is: 3.